This data is from Forward reaction prediction with 1.9M reactions from USPTO patents (1976-2016). The task is: Predict the product of the given reaction. (1) Given the reactants [F:1][C:2]([F:54])([F:53])[C:3]1[CH:4]=[C:5]([CH:46]=[C:47]([C:49]([F:52])([F:51])[F:50])[CH:48]=1)[CH2:6][N:7]([CH2:20][C:21]1[CH:26]=[C:25]([C:27]([F:30])([F:29])[F:28])[CH:24]=[CH:23][C:22]=1[C:31]1[C:36]([C:37]([O:39]CC)=[O:38])=[CH:35][N:34]=[C:33]([C:42]([F:45])([F:44])[F:43])[N:32]=1)[C:8]1[N:13]=[CH:12][C:11]([N:14]2[CH2:19][CH2:18][O:17][CH2:16][CH2:15]2)=[CH:10][N:9]=1.[OH-].[Na+].Cl.C(OCC)(=O)C, predict the reaction product. The product is: [F:54][C:2]([F:1])([F:53])[C:3]1[CH:4]=[C:5]([CH:46]=[C:47]([C:49]([F:50])([F:51])[F:52])[CH:48]=1)[CH2:6][N:7]([CH2:20][C:21]1[CH:26]=[C:25]([C:27]([F:28])([F:29])[F:30])[CH:24]=[CH:23][C:22]=1[C:31]1[C:36]([C:37]([OH:39])=[O:38])=[CH:35][N:34]=[C:33]([C:42]([F:43])([F:44])[F:45])[N:32]=1)[C:8]1[N:13]=[CH:12][C:11]([N:14]2[CH2:15][CH2:16][O:17][CH2:18][CH2:19]2)=[CH:10][N:9]=1. (2) Given the reactants [C:1]([N:8]1[CH:12]=[C:11](Br)[C:10]([CH3:14])=[N:9]1)([O:3][C:4]([CH3:7])([CH3:6])[CH3:5])=[O:2].[B:15]1([B:15]2[O:19][C:18]([CH3:21])([CH3:20])[C:17]([CH3:23])([CH3:22])[O:16]2)[O:19][C:18]([CH3:21])([CH3:20])[C:17]([CH3:23])([CH3:22])[O:16]1.C([O-])(=O)C.[K+], predict the reaction product. The product is: [C:1]([N:8]1[CH:12]=[C:11]([B:15]2[O:19][C:18]([CH3:21])([CH3:20])[C:17]([CH3:23])([CH3:22])[O:16]2)[C:10]([CH3:14])=[N:9]1)([O:3][C:4]([CH3:7])([CH3:6])[CH3:5])=[O:2]. (3) Given the reactants Cl.[O:2]([NH2:4])[CH3:3].[Cl:5][C:6]1[CH:7]=[C:8]([CH:16]([CH2:26][CH:27]2[CH2:32][CH2:31][C:30](=O)[CH2:29][CH2:28]2)[C:17]([NH:19][C:20]2[CH:25]=[N:24][CH:23]=[CH:22][N:21]=2)=[O:18])[CH:9]=[CH:10][C:11]=1[S:12]([CH3:15])(=[O:14])=[O:13], predict the reaction product. The product is: [Cl:5][C:6]1[CH:7]=[C:8]([CH:16]([CH2:26][CH:27]2[CH2:32][CH2:31][C:30](=[N:4][O:2][CH3:3])[CH2:29][CH2:28]2)[C:17]([NH:19][C:20]2[CH:25]=[N:24][CH:23]=[CH:22][N:21]=2)=[O:18])[CH:9]=[CH:10][C:11]=1[S:12]([CH3:15])(=[O:13])=[O:14]. (4) The product is: [CH:24]([N:27]([CH2:16][CH2:15][CH:14]([C:8]1[CH:9]=[C:10]([CH3:13])[CH:11]=[CH:12][C:7]=1[O:6][S:3]([CH2:1][CH3:2])(=[O:5])=[O:4])[C:18]1[CH:23]=[CH:22][CH:21]=[CH:20][CH:19]=1)[CH:28]([CH3:30])[CH3:29])([CH3:26])[CH3:25]. Given the reactants [CH2:1]([S:3]([O:6][C:7]1[CH:12]=[CH:11][C:10]([CH3:13])=[CH:9][C:8]=1[CH:14]([C:18]1[CH:23]=[CH:22][CH:21]=[CH:20][CH:19]=1)[CH2:15][CH2:16]I)(=[O:5])=[O:4])[CH3:2].[CH:24]([NH:27][CH:28]([CH3:30])[CH3:29])([CH3:26])[CH3:25], predict the reaction product. (5) Given the reactants [Br:1][C:2]1[CH:3]=[CH:4][C:5]([CH2:12]Br)=[C:6]([CH:11]=1)[C:7]([O:9]C)=O.Cl.[NH2:15][C@@H:16]1[CH2:21][CH2:20][CH2:19][CH2:18][C@H:17]1[OH:22].C(N(C(C)C)C(C)C)C.C(=O)(O)[O-].[Na+], predict the reaction product. The product is: [Br:1][C:2]1[CH:11]=[C:6]2[C:5]([CH2:12][N:15]([C@@H:16]3[CH2:21][CH2:20][CH2:19][CH2:18][C@H:17]3[OH:22])[C:7]2=[O:9])=[CH:4][CH:3]=1. (6) Given the reactants [CH3:1][C:2]([NH2:12])([CH3:11])[CH2:3][CH2:4][NH:5][CH2:6][C:7]([F:10])([F:9])[F:8].[C:13](ON1C(=O)CCC1=O)([O:15][CH2:16][C:17]1[CH:22]=[CH:21][CH:20]=[CH:19][CH:18]=1)=[O:14], predict the reaction product. The product is: [CH3:11][C:2]([NH:12][C:13](=[O:14])[O:15][CH2:16][C:17]1[CH:22]=[CH:21][CH:20]=[CH:19][CH:18]=1)([CH2:3][CH2:4][NH:5][CH2:6][C:7]([F:8])([F:9])[F:10])[CH3:1].